This data is from Forward reaction prediction with 1.9M reactions from USPTO patents (1976-2016). The task is: Predict the product of the given reaction. The product is: [CH2:30]([O:29][C:27](=[O:28])[NH:8][C:6]1[CH:7]=[C:2]([F:1])[C:3]([N:12]2[CH2:17][CH:16]3[CH:14]([CH2:15]3)[CH2:13]2)=[C:4]([F:11])[CH:5]=1)[C:31]1[CH:36]=[CH:35][CH:34]=[CH:33][CH:32]=1. Given the reactants [F:1][C:2]1[CH:7]=[C:6]([N+:8]([O-])=O)[CH:5]=[C:4]([F:11])[C:3]=1[N:12]1[CH2:17][CH:16]2[CH:14]([CH2:15]2)[CH2:13]1.[Cl-].[NH4+].N1C=CC=CC=1.Cl[C:27]([O:29][CH2:30][C:31]1[CH:36]=[CH:35][CH:34]=[CH:33][CH:32]=1)=[O:28], predict the reaction product.